From a dataset of Forward reaction prediction with 1.9M reactions from USPTO patents (1976-2016). Predict the product of the given reaction. (1) Given the reactants [Cl:1][C:2]1[C:13]2[CH2:12][CH:11]([CH2:14][NH2:15])[O:10][C:9]=2[C:8]2[CH2:7][CH2:6][CH2:5][C:4]=2[CH:3]=1.C(N(C(C)C)CC)(C)C.Cl[C:26]([O:28][CH2:29][C:30]1[CH:35]=[CH:34][CH:33]=[CH:32][CH:31]=1)=[O:27].O1C(CNC(=O)OCC2C=CC=CC=2)CC2C=CC3CCCC=3C1=2, predict the reaction product. The product is: [Cl:1][C:2]1[C:13]2[CH2:12][CH:11]([CH2:14][NH:15][C:26](=[O:27])[O:28][CH2:29][C:30]3[CH:35]=[CH:34][CH:33]=[CH:32][CH:31]=3)[O:10][C:9]=2[C:8]2[CH2:7][CH2:6][CH2:5][C:4]=2[CH:3]=1. (2) Given the reactants [F:1][C:2]1[CH:7]=[CH:6][C:5]([C:8]2[N:13]=[C:12]3[NH:14][N:15]=[CH:16][C:11]3=[C:10]([CH:17]3[CH2:22][CH2:21][NH:20][CH2:19][CH2:18]3)[C:9]=2[C:23]2[CH:28]=[CH:27][N:26]=[CH:25][CH:24]=2)=[CH:4][CH:3]=1.[OH-].[Na+].[CH:31](O)=O, predict the reaction product. The product is: [F:1][C:2]1[CH:3]=[CH:4][C:5]([C:8]2[N:13]=[C:12]3[NH:14][N:15]=[CH:16][C:11]3=[C:10]([CH:17]3[CH2:18][CH2:19][N:20]([CH3:31])[CH2:21][CH2:22]3)[C:9]=2[C:23]2[CH:24]=[CH:25][N:26]=[CH:27][CH:28]=2)=[CH:6][CH:7]=1. (3) Given the reactants [Cl:1][C:2]1[CH:7]=[C:6]([Cl:8])[CH:5]=[CH:4][C:3]=1[N:9]1[C:13]([CH3:14])=[C:12]([C:15]([OH:17])=O)[CH:11]=[N:10]1.S(Cl)(Cl)=O.CN(C)C=O.[NH2:27][C:28]1[CH:29]=[C:30]([CH:49]2[CH2:51][CH2:50]2)[C:31]([N:34]2[CH2:39][CH2:38][CH:37]([O:40]C(=O)C3C=CC=CC=3)[CH2:36][CH2:35]2)=[N:32][CH:33]=1, predict the reaction product. The product is: [CH:49]1([C:30]2[CH:29]=[C:28]([NH:27][C:15]([C:12]3[CH:11]=[N:10][N:9]([C:3]4[CH:4]=[CH:5][C:6]([Cl:8])=[CH:7][C:2]=4[Cl:1])[C:13]=3[CH3:14])=[O:17])[CH:33]=[N:32][C:31]=2[N:34]2[CH2:35][CH2:36][CH:37]([OH:40])[CH2:38][CH2:39]2)[CH2:50][CH2:51]1. (4) Given the reactants Cl.[Br:2][C:3]1[C:4]([S:13]([CH:16]2[CH2:21][CH2:20][NH:19][CH2:18][CH2:17]2)(=[O:15])=[O:14])=[N:5][C:6]([C:9]([F:12])([F:11])[F:10])=[CH:7][CH:8]=1.C(O)[C@@H](O)[C@@H](O)[C@H](O)[C@@H:26](O)[C:27]([O-])=[O:28].C(O)[C@@H](O)[C@@H](O)[C@H](O)[C@@H](O)C([O-])=O.[Mg+2], predict the reaction product. The product is: [Br:2][C:3]1[C:4]([S:13]([CH:16]2[CH2:21][CH2:20][N:19]([C:27](=[O:28])[CH3:26])[CH2:18][CH2:17]2)(=[O:15])=[O:14])=[N:5][C:6]([C:9]([F:12])([F:11])[F:10])=[CH:7][CH:8]=1. (5) Given the reactants [CH2:1]([O:8][C:9](=[O:27])/[CH:10]=[C:11](/[NH:16][C:17]1[CH:22]=[CH:21][C:20]([CH2:23][CH2:24][OH:25])=[CH:19][C:18]=1I)\[C:12]([F:15])([F:14])[F:13])[C:2]1[CH:7]=[CH:6][CH:5]=[CH:4][CH:3]=1.C(N(CC)CC)C, predict the reaction product. The product is: [CH2:1]([O:8][C:9]([C:10]1[C:22]2[C:17](=[CH:18][CH:19]=[C:20]([CH2:23][CH2:24][OH:25])[CH:21]=2)[NH:16][C:11]=1[C:12]([F:15])([F:14])[F:13])=[O:27])[C:2]1[CH:7]=[CH:6][CH:5]=[CH:4][CH:3]=1.